Predict which catalyst facilitates the given reaction. From a dataset of Catalyst prediction with 721,799 reactions and 888 catalyst types from USPTO. (1) Reactant: [OH:1][C@@:2]12[CH2:19][C@@H:18]([O:20]C(=O)C(C)(C)C)[CH2:17][CH2:16][C@:15]1([CH3:27])[C@@H:14]1[C@H:5]([C@H:6]3[C@@:10]([CH2:12][CH2:13]1)([CH3:11])[C:9](=[O:28])[C@H:8]1[CH2:29][C@@H:7]31)[CH:4]=[CH:3]2.[OH-].[K+].O.Cl([O-])(=O)(=O)=O.[Na+].S(=O)(=O)(O)O. Product: [OH:20][C@H:18]1[CH2:17][CH2:16][C@@:15]2([CH3:27])[C@:2]([OH:1])([CH:3]=[CH:4][C@@H:5]3[C@@H:14]2[CH2:13][CH2:12][C@@:10]2([CH3:11])[C@H:6]3[C@@H:7]3[CH2:29][C@@H:8]3[C:9]2=[O:28])[CH2:19]1. The catalyst class is: 193. (2) Product: [CH2:10]([NH:18][C:1](=[O:8])[C:2]1[CH:7]=[CH:6][CH:5]=[CH:4][CH:3]=1)[CH2:11][CH2:12][CH2:13][CH2:14][CH2:15][CH2:16][CH3:17]. The catalyst class is: 7. Reactant: [C:1](Cl)(=[O:8])[C:2]1[CH:7]=[CH:6][CH:5]=[CH:4][CH:3]=1.[CH2:10]([NH2:18])[CH2:11][CH2:12][CH2:13][CH2:14][CH2:15][CH2:16][CH3:17]. (3) Reactant: [Cl:1][C:2]1[CH:3]=[C:4](/[N:9]=[CH:10]/[C:11]2[C:16]([CH2:17][OH:18])=[CH:15][N:14]=[C:13]([CH3:19])[C:12]=2[OH:20])[CH:5]=[CH:6][C:7]=1[F:8].[Si]([C:25]#[N:26])(C)(C)C. Product: [NH2:26][C:25]1[O:20][C:12]2=[C:13]([CH3:19])[N:14]=[CH:15][C:16]([CH2:17][OH:18])=[C:11]2[C:10]=1[NH:9][C:4]1[CH:5]=[CH:6][C:7]([F:8])=[C:2]([Cl:1])[CH:3]=1. The catalyst class is: 2. (4) Reactant: [CH3:1][C:2]1[CH:11]=[CH:10][C:5]2[N:6]=[C:7]([NH2:9])[S:8][C:4]=2[CH:3]=1.C(=O)([O-])[O-].[Cs+].[Cs+].[C:18]1([CH3:27])[CH:23]=[CH:22][C:21]([C:24](Cl)=[O:25])=[CH:20][CH:19]=1. Product: [CH3:27][C:18]1[CH:23]=[CH:22][C:21]([C:24]([NH:9][C:7]2[S:8][C:4]3[CH:3]=[C:2]([CH3:1])[CH:11]=[CH:10][C:5]=3[N:6]=2)=[O:25])=[CH:20][CH:19]=1. The catalyst class is: 7.